From a dataset of Reaction yield outcomes from USPTO patents with 853,638 reactions. Predict the reaction yield, written as a fraction of the theoretical maximum amount of product (1.0 means a 100% yield; for example, 0.34 means a 34% yield). (1) The reactants are Br[C:2]1[C:7]2=[CH:8][N:9]([C:11]3[C:18]([F:19])=[CH:17][CH:16]=[CH:15][C:12]=3[C:13]#[N:14])[N:10]=[C:6]2[C:5]([F:20])=[CH:4][N:3]=1.[CH3:21][C:22]1[N:27]=[C:26]([NH2:28])[CH:25]=[C:24]([CH3:29])[N:23]=1.CC1(C)C2C(=C(P(C3C=CC=CC=3)C3C=CC=CC=3)C=CC=2)[O:51]C2C(P(C3C=CC=CC=3)C3C=CC=CC=3)=CC=CC1=2.C(=O)([O-])[O-].[Cs+].[Cs+]. The catalyst is O1CCOCC1.C1C=CC(/C=C/C(/C=C/C2C=CC=CC=2)=O)=CC=1.C1C=CC(/C=C/C(/C=C/C2C=CC=CC=2)=O)=CC=1.C1C=CC(/C=C/C(/C=C/C2C=CC=CC=2)=O)=CC=1.[Pd].[Pd]. The product is [OH-:51].[NH4+:3].[CH3:21][C:22]1[N:27]=[C:26]([NH:28][C:2]2[C:7]3=[CH:8][N:9]([C:11]4[C:18]([F:19])=[CH:17][CH:16]=[CH:15][C:12]=4[C:13]#[N:14])[N:10]=[C:6]3[C:5]([F:20])=[CH:4][N:3]=2)[CH:25]=[C:24]([CH3:29])[N:23]=1. The yield is 0.00100. (2) The reactants are Cl.[NH2:2][C:3]1[C:12]2[N:13]=[C:14]([CH2:37][O:38][CH2:39][CH3:40])[N:15]([CH2:16][C:17]3([O:30][CH2:31][CH2:32][S:33]([CH3:36])(=[O:35])=[O:34])[CH2:22][CH2:21][N:20](C(OC(C)(C)C)=O)[CH2:19][CH2:18]3)[C:11]=2[C:10]2[CH:9]=[CH:8][CH:7]=[CH:6][C:5]=2[N:4]=1. The catalyst is C(O)C. The product is [CH2:39]([O:38][CH2:37][C:14]1[N:15]([CH2:16][C:17]2([O:30][CH2:31][CH2:32][S:33]([CH3:36])(=[O:35])=[O:34])[CH2:22][CH2:21][NH:20][CH2:19][CH2:18]2)[C:11]2[C:10]3[CH:9]=[CH:8][CH:7]=[CH:6][C:5]=3[N:4]=[C:3]([NH2:2])[C:12]=2[N:13]=1)[CH3:40]. The yield is 0.760. (3) The reactants are Cl[C:2]1[N:9]=[C:8]([C:10]([F:13])([F:12])[F:11])[CH:7]=[CH:6][C:3]=1[C:4]#[N:5].[H-].[Na+].[CH:16]([OH:19])([CH3:18])[CH3:17]. No catalyst specified. The product is [CH:16]([O:19][C:2]1[C:3]([C:4]#[N:5])=[CH:6][CH:7]=[C:8]([C:10]([F:13])([F:12])[F:11])[N:9]=1)([CH3:18])[CH3:17]. The yield is 0.820. (4) The reactants are C1([As](C2C=CC=CC=2)C2C=CC=CC=2)C=CC=CC=1.C([Sn](CCCC)(CCCC)[C:25]1[CH:30]=[CH:29][CH:28]=[CH:27][N:26]=1)CCC.[CH2:39]([N:45]1[CH2:50][CH:49]2[CH:47]([C:48]2([C:52]2[CH:57]=[CH:56][CH:55]=[C:54](I)[CH:53]=2)[CH3:51])[C:46]1=[O:59])[CH2:40][CH2:41][CH2:42][CH2:43][CH3:44]. The catalyst is O1CCCC1.C1C=CC(/C=C/C(/C=C/C2C=CC=CC=2)=O)=CC=1.C1C=CC(/C=C/C(/C=C/C2C=CC=CC=2)=O)=CC=1.C1C=CC(/C=C/C(/C=C/C2C=CC=CC=2)=O)=CC=1.[Pd].[Pd]. The product is [CH2:39]([N:45]1[CH2:50][CH:49]2[CH:47]([C:48]2([CH3:51])[C:52]2[CH:57]=[CH:56][CH:55]=[C:54]([C:25]3[CH:30]=[CH:29][CH:28]=[CH:27][N:26]=3)[CH:53]=2)[C:46]1=[O:59])[CH2:40][CH2:41][CH2:42][CH2:43][CH3:44]. The yield is 1.00. (5) The reactants are [Si:1]([O:8][CH2:9][C:10]1([CH3:38])[S:16][CH2:15][CH2:14][N:13]2[C:17]([C:20]3([C:23]4[CH:28]=[CH:27][C:26](B5OC(C)(C)C(C)(C)O5)=[CH:25][CH:24]=4)[CH2:22][CH2:21]3)=[N:18][N:19]=[C:12]2[CH2:11]1)([C:4]([CH3:7])([CH3:6])[CH3:5])([CH3:3])[CH3:2].Cl[C:40]1[N:45]=[CH:44][C:43]([CH3:46])=[CH:42][N:41]=1.C(=O)([O-])[O-].[K+].[K+].C(=O)([O-])O.[Na+]. The catalyst is C(COC)OC.O.C1C=CC([P]([Pd]([P](C2C=CC=CC=2)(C2C=CC=CC=2)C2C=CC=CC=2)([P](C2C=CC=CC=2)(C2C=CC=CC=2)C2C=CC=CC=2)[P](C2C=CC=CC=2)(C2C=CC=CC=2)C2C=CC=CC=2)(C2C=CC=CC=2)C2C=CC=CC=2)=CC=1. The product is [Si:1]([O:8][CH2:9][C:10]1([CH3:38])[S:16][CH2:15][CH2:14][N:13]2[C:17]([C:20]3([C:23]4[CH:28]=[CH:27][C:26]([C:40]5[N:45]=[CH:44][C:43]([CH3:46])=[CH:42][N:41]=5)=[CH:25][CH:24]=4)[CH2:22][CH2:21]3)=[N:18][N:19]=[C:12]2[CH2:11]1)([C:4]([CH3:5])([CH3:7])[CH3:6])([CH3:2])[CH3:3]. The yield is 0.570.